Dataset: Forward reaction prediction with 1.9M reactions from USPTO patents (1976-2016). Task: Predict the product of the given reaction. (1) Given the reactants [NH2:1][C:2]1[N:7]=[CH:6][N:5]=[C:4]2[N:8]([C@H:32]3[CH2:37][CH2:36][C@H:35]([N:38]4[CH2:43][CH2:42][N:41]([CH3:44])[CH2:40][CH2:39]4)[CH2:34][CH2:33]3)[N:9]=[C:10]([C:11]3[CH:16]=[CH:15][C:14]([NH:17][C:18]([C:20]4[N:21]([CH3:29])[C:22]5[C:27]([CH:28]=4)=[CH:26][CH:25]=[CH:24][CH:23]=5)=[O:19])=[C:13]([O:30][CH3:31])[CH:12]=3)[C:3]=12.[C:45]([OH:52])(=[O:51])/[CH:46]=[CH:47]\[C:48]([OH:50])=[O:49], predict the reaction product. The product is: [C:45]([OH:52])(=[O:51])/[CH:46]=[CH:47]\[C:48]([OH:50])=[O:49].[C:45]([OH:52])(=[O:51])/[CH:46]=[CH:47]\[C:48]([OH:50])=[O:49].[C:45]([OH:52])(=[O:51])/[CH:46]=[CH:47]\[C:48]([OH:50])=[O:49].[NH2:1][C:2]1[N:7]=[CH:6][N:5]=[C:4]2[N:8]([C@H:32]3[CH2:33][CH2:34][C@H:35]([N:38]4[CH2:43][CH2:42][N:41]([CH3:44])[CH2:40][CH2:39]4)[CH2:36][CH2:37]3)[N:9]=[C:10]([C:11]3[CH:16]=[CH:15][C:14]([NH:17][C:18]([C:20]4[N:21]([CH3:29])[C:22]5[C:27]([CH:28]=4)=[CH:26][CH:25]=[CH:24][CH:23]=5)=[O:19])=[C:13]([O:30][CH3:31])[CH:12]=3)[C:3]=12. (2) The product is: [CH2:31]([O:30][C:28]([N:11]1[C:12]2[C:7](=[CH:6][C:5]([C:21]3[N:22]([CH3:26])[N:23]=[CH:24][CH:25]=3)=[C:4]([CH:1]([CH3:3])[CH3:2])[CH:13]=2)[C:8](=[O:20])[N:9]([N:15]([C:28]([O:30][CH2:31][CH3:32])=[O:29])[S:16]([CH3:19])(=[O:17])=[O:18])[C:10]1=[O:14])=[O:29])[CH3:32]. Given the reactants [CH:1]([C:4]1[CH:13]=[C:12]2[C:7]([C:8](=[O:20])[N:9]([NH:15][S:16]([CH3:19])(=[O:18])=[O:17])[C:10](=[O:14])[NH:11]2)=[CH:6][C:5]=1[C:21]1[N:22]([CH3:26])[N:23]=[CH:24][CH:25]=1)([CH3:3])[CH3:2].Cl[C:28]([O:30][CH2:31][CH3:32])=[O:29], predict the reaction product. (3) Given the reactants Cl.[C:2]([N:12]1[CH2:16][CH2:15][C@H:14]([NH2:17])[CH2:13]1)([O:4][CH2:5][C:6]1[CH:11]=[CH:10][CH:9]=[CH:8][CH:7]=1)=[O:3].[C:18]([O:22][C:23]([N:25]1[CH2:30][C@@H:29]([O:31][S:32]([C:35]2[CH:40]=[CH:39][C:38]([C:41]([F:44])([F:43])[F:42])=[CH:37][CH:36]=2)(=[O:34])=[O:33])[CH2:28][CH2:27][C@H:26]1[C:45](O)=[O:46])=[O:24])([CH3:21])([CH3:20])[CH3:19].OP=O.C(Cl)CCl, predict the reaction product. The product is: [C:18]([O:22][C:23]([N:25]1[CH2:30][C@@H:29]([O:31][S:32]([C:35]2[CH:36]=[CH:37][C:38]([C:41]([F:44])([F:42])[F:43])=[CH:39][CH:40]=2)(=[O:33])=[O:34])[CH2:28][CH2:27][C@H:26]1[C:45](=[O:46])[NH:17][C@H:14]1[CH2:15][CH2:16][N:12]([C:2]([O:4][CH2:5][C:6]2[CH:11]=[CH:10][CH:9]=[CH:8][CH:7]=2)=[O:3])[CH2:13]1)=[O:24])([CH3:21])([CH3:20])[CH3:19].